Dataset: Forward reaction prediction with 1.9M reactions from USPTO patents (1976-2016). Task: Predict the product of the given reaction. (1) Given the reactants ClC1N=CC=C2C=CNC=12.[F:11][C:12]1[CH:13]=[C:14]([NH:29][C:30]([NH:32][C:33](=[O:41])[CH2:34][C:35]2[CH:40]=[CH:39][CH:38]=[CH:37][CH:36]=2)=[S:31])[CH:15]=[CH:16][C:17]=1[O:18][C:19]1[N:20]=[CH:21][CH:22]=[C:23]2[CH:27]=[CH:26][N:25]([CH3:28])[C:24]=12.C(Br)[C:43]1[CH:48]=[CH:47][CH:46]=[CH:45][CH:44]=1.CI, predict the reaction product. The product is: [CH2:28]([N:25]1[C:24]2=[C:19]([O:18][C:17]3[CH:16]=[CH:15][C:14]([NH:29][C:30]([NH:32][C:33](=[O:41])[CH2:34][C:35]4[CH:36]=[CH:37][CH:38]=[CH:39][CH:40]=4)=[S:31])=[CH:13][C:12]=3[F:11])[N:20]=[CH:21][CH:22]=[C:23]2[CH:27]=[CH:26]1)[C:43]1[CH:48]=[CH:47][CH:46]=[CH:45][CH:44]=1. (2) Given the reactants [NH2:1][C:2]1[CH:3]=[C:4]([S:8]([NH2:11])(=[O:10])=[O:9])[CH:5]=[CH:6][CH:7]=1.[F:12][C:13]1[CH:21]=[C:20]([C:22]([F:25])([F:24])[F:23])[CH:19]=[CH:18][C:14]=1[C:15](Cl)=[O:16].N1C=CC=CC=1.O, predict the reaction product. The product is: [F:12][C:13]1[CH:21]=[C:20]([C:22]([F:23])([F:24])[F:25])[CH:19]=[CH:18][C:14]=1[C:15]([NH:1][C:2]1[CH:7]=[CH:6][CH:5]=[C:4]([S:8](=[O:9])(=[O:10])[NH2:11])[CH:3]=1)=[O:16]. (3) Given the reactants [Br:1][C:2]1[C:3]([Cl:13])=[CH:4][C:5]([N+:10]([O-:12])=[O:11])=[C:6]([CH:9]=1)[CH:7]=O.[CH3:14][O:15][C:16]([CH:18]=P(C1C=CC=CC=1)(C1C=CC=CC=1)C1C=CC=CC=1)=[O:17], predict the reaction product. The product is: [CH3:14][O:15][C:16](=[O:17])/[CH:18]=[CH:7]/[C:6]1[CH:9]=[C:2]([Br:1])[C:3]([Cl:13])=[CH:4][C:5]=1[N+:10]([O-:12])=[O:11].